Dataset: Catalyst prediction with 721,799 reactions and 888 catalyst types from USPTO. Task: Predict which catalyst facilitates the given reaction. (1) Reactant: [C:1]([N:4]1[C:12]2[C:7](=[CH:8][CH:9]=[C:10]([C:14]([O:16][CH3:17])=[O:15])[C:11]=2[CH3:13])[C:6]2[CH:18]=[C:19]([CH3:22])[CH:20]=[N:21][C:5]1=2)(=[O:3])[CH3:2].S([O-])([O-])(=O)=O.[K+].[K+].S(=O)(=O)(O)O.[Br:35]([O-])(=O)=O.[Na+].[OH-].[Na+]. Product: [C:1]([N:4]1[C:12]2[C:7](=[C:8]([Br:35])[CH:9]=[C:10]([C:14]([O:16][CH3:17])=[O:15])[C:11]=2[CH3:13])[C:6]2[CH:18]=[C:19]([CH3:22])[CH:20]=[N:21][C:5]1=2)(=[O:3])[CH3:2]. The catalyst class is: 13. (2) Reactant: FC(F)(F)C(O)=O.[C:8]1([C:14]2[N:15]=[CH:16][N:17]([CH:19]3[CH2:24][CH2:23][N:22](C(OC(C)(C)C)=O)[CH2:21][CH2:20]3)[CH:18]=2)[CH:13]=[CH:12][CH:11]=[CH:10][CH:9]=1. Product: [C:8]1([C:14]2[N:15]=[CH:16][N:17]([CH:19]3[CH2:24][CH2:23][NH:22][CH2:21][CH2:20]3)[CH:18]=2)[CH:9]=[CH:10][CH:11]=[CH:12][CH:13]=1. The catalyst class is: 4. (3) Reactant: [F:1][C:2]1[CH:7]=[CH:6][C:5]([N+:8]([O-:10])=[O:9])=[C:4](F)[C:3]=1[CH:12]=[CH2:13].Cl.[CH2:15]([NH2:19])[CH2:16][CH:17]=[CH2:18].C(=O)([O-])[O-].[K+].[K+]. Product: [CH2:15]([NH:19][C:4]1[C:5]([N+:8]([O-:10])=[O:9])=[CH:6][CH:7]=[C:2]([F:1])[C:3]=1[CH:12]=[CH2:13])[CH2:16][CH:17]=[CH2:18]. The catalyst class is: 3. (4) Reactant: [H-].[Na+].[NH2:3][CH2:4][CH2:5][CH2:6][OH:7].[CH2:8](Br)[C:9]1[CH:14]=[CH:13][CH:12]=[CH:11][CH:10]=1. Product: [CH2:8]([O:7][CH2:6][CH2:5][CH2:4][NH2:3])[C:9]1[CH:14]=[CH:13][CH:12]=[CH:11][CH:10]=1. The catalyst class is: 1. (5) Reactant: [N:1]([CH2:4][CH2:5][O:6][CH2:7][CH2:8][O:9][CH2:10][CH2:11][O:12][CH2:13][CH2:14][N:15]=[N+]=[N-])=[N+:2]=[N-:3].Cl.C1(P(C2C=CC=CC=2)C2C=CC=CC=2)C=CC=CC=1. Product: [N:1]([CH2:4][CH2:5][O:6][CH2:7][CH2:8][O:9][CH2:10][CH2:11][O:12][CH2:13][CH2:14][NH2:15])=[N+:2]=[N-:3]. The catalyst class is: 28. (6) Reactant: C([O:4][C@@H:5]1[C@@:9]([C:15]#[CH:16])([CH2:10][O:11]C(=O)C)[O:8][C@@H:7]([N:17]2[C:26]3[N:25]=[C:24]([F:27])[N:23]=[C:21]([NH2:22])[C:20]=3[N:19]=[CH:18]2)[CH2:6]1)(=O)C.N. Product: [C:15]([C@:9]1([CH2:10][OH:11])[O:8][C@@H:7]([N:17]2[C:26]3[N:25]=[C:24]([F:27])[N:23]=[C:21]([NH2:22])[C:20]=3[N:19]=[CH:18]2)[CH2:6][C@@H:5]1[OH:4])#[CH:16]. The catalyst class is: 5. (7) Reactant: O=[C:2]1[C:11]2[C:6](=[CH:7][CH:8]=[C:9]([C:12]([NH2:14])=[O:13])[CH:10]=2)[NH:5][C:4]([C:15]2[CH:16]=[N:17][CH:18]=[CH:19][CH:20]=2)=[N:3]1.F[P-](F)(F)(F)(F)F.N1(O[P+](N(C)C)(N(C)C)N(C)C)C2C=CC=CC=2N=N1.[CH3:48][C:49]1[C:57]([CH3:58])=[CH:56][C:52]2[NH:53][CH:54]=[N:55][C:51]=2[CH:50]=1. Product: [CH3:48][C:49]1[C:57]([CH3:58])=[CH:56][C:52]2[N:53]([C:2]3[C:11]4[C:6](=[CH:7][CH:8]=[C:9]([C:12]([NH2:14])=[O:13])[CH:10]=4)[N:5]=[C:4]([C:15]4[CH:16]=[N:17][CH:18]=[CH:19][CH:20]=4)[N:3]=3)[CH:54]=[N:55][C:51]=2[CH:50]=1. The catalyst class is: 3. (8) Reactant: [O:1]=[C:2]([C:6]1[CH:11]=[CH:10][CH:9]=[CH:8][CH:7]=1)[CH2:3][C:4]#[N:5].[CH3:12][O:13][C:14]1[CH:15]=[C:16]([CH:18]=[CH:19][C:20]=1[O:21][CH3:22])[NH2:17]. Product: [CH3:12][O:13][C:14]1[CH:15]=[C:16]([NH:17][C:4](=[NH:5])[CH2:3][C:2](=[O:1])[C:6]2[CH:7]=[CH:8][CH:9]=[CH:10][CH:11]=2)[CH:18]=[CH:19][C:20]=1[O:21][CH3:22]. The catalyst class is: 8. (9) Reactant: Cl[C:2]1[CH:7]=[C:6]([CH3:8])[C:5]([O:9][CH3:10])=[CH:4][C:3]=1[N+:11]([O-:13])=[O:12].[Cu](C#N)[C:15]#[N:16]. Product: [CH3:10][O:9][C:5]1[C:6]([CH3:8])=[CH:7][C:2]([C:15]#[N:16])=[C:3]([N+:11]([O-:13])=[O:12])[CH:4]=1. The catalyst class is: 13. (10) Reactant: [NH2:1][C:2]1[CH:7]=[CH:6][C:5]([NH:8][C:9](=[O:28])[NH:10][C:11]2[CH:27]=[CH:26][C:14]([O:15][C:16]3[CH:21]=[CH:20][N:19]=[C:18]([C:22]([NH:24][CH3:25])=[O:23])[CH:17]=3)=[CH:13][CH:12]=2)=[CH:4][C:3]=1[C:29]([F:32])([F:31])[F:30].CCN(CC)CC.[C:40](Cl)(=[O:43])[CH2:41][CH3:42]. Product: [C:40]([NH:1][C:2]1[CH:7]=[CH:6][C:5]([NH:8][C:9](=[O:28])[NH:10][C:11]2[CH:27]=[CH:26][C:14]([O:15][C:16]3[CH:21]=[CH:20][N:19]=[C:18]([C:22]([NH:24][CH3:25])=[O:23])[CH:17]=3)=[CH:13][CH:12]=2)=[CH:4][C:3]=1[C:29]([F:32])([F:30])[F:31])(=[O:43])[CH2:41][CH3:42]. The catalyst class is: 3.